Dataset: NCI-60 drug combinations with 297,098 pairs across 59 cell lines. Task: Regression. Given two drug SMILES strings and cell line genomic features, predict the synergy score measuring deviation from expected non-interaction effect. (1) Drug 1: CC1=C(C(CCC1)(C)C)C=CC(=CC=CC(=CC(=O)O)C)C. Drug 2: C1=CN(C=N1)CC(O)(P(=O)(O)O)P(=O)(O)O. Cell line: TK-10. Synergy scores: CSS=2.75, Synergy_ZIP=-0.830, Synergy_Bliss=-0.269, Synergy_Loewe=-2.55, Synergy_HSA=-2.25. (2) Drug 1: C1=NC2=C(N1)C(=S)N=C(N2)N. Drug 2: C1C(C(OC1N2C=C(C(=O)NC2=O)F)CO)O. Cell line: HL-60(TB). Synergy scores: CSS=87.2, Synergy_ZIP=3.27, Synergy_Bliss=0.476, Synergy_Loewe=1.13, Synergy_HSA=4.98. (3) Drug 1: C1=NC(=NC(=O)N1C2C(C(C(O2)CO)O)O)N. Drug 2: CC1C(C(CC(O1)OC2CC(CC3=C2C(=C4C(=C3O)C(=O)C5=C(C4=O)C(=CC=C5)OC)O)(C(=O)CO)O)N)O.Cl. Cell line: NCI-H322M. Synergy scores: CSS=33.7, Synergy_ZIP=-5.63, Synergy_Bliss=-1.68, Synergy_Loewe=-2.58, Synergy_HSA=0.741. (4) Drug 1: CN1CCC(CC1)COC2=C(C=C3C(=C2)N=CN=C3NC4=C(C=C(C=C4)Br)F)OC. Drug 2: C1=CC(=CC=C1CCCC(=O)O)N(CCCl)CCCl. Cell line: A549. Synergy scores: CSS=35.5, Synergy_ZIP=3.30, Synergy_Bliss=3.17, Synergy_Loewe=0.0896, Synergy_HSA=5.54. (5) Drug 1: C1CN1C2=NC(=NC(=N2)N3CC3)N4CC4. Drug 2: C1CN(P(=O)(OC1)NCCCl)CCCl. Cell line: SNB-19. Synergy scores: CSS=23.7, Synergy_ZIP=-2.28, Synergy_Bliss=2.44, Synergy_Loewe=-19.7, Synergy_HSA=2.25. (6) Drug 1: CN(C)N=NC1=C(NC=N1)C(=O)N. Drug 2: CC1C(C(CC(O1)OC2CC(OC(C2O)C)OC3=CC4=CC5=C(C(=O)C(C(C5)C(C(=O)C(C(C)O)O)OC)OC6CC(C(C(O6)C)O)OC7CC(C(C(O7)C)O)OC8CC(C(C(O8)C)O)(C)O)C(=C4C(=C3C)O)O)O)O. Cell line: HOP-62. Synergy scores: CSS=-4.77, Synergy_ZIP=1.66, Synergy_Bliss=1.45, Synergy_Loewe=-1.09, Synergy_HSA=-2.04. (7) Drug 1: CC1=C(C=C(C=C1)NC2=NC=CC(=N2)N(C)C3=CC4=NN(C(=C4C=C3)C)C)S(=O)(=O)N.Cl. Drug 2: N.N.Cl[Pt+2]Cl. Cell line: K-562. Synergy scores: CSS=31.1, Synergy_ZIP=4.45, Synergy_Bliss=5.79, Synergy_Loewe=3.35, Synergy_HSA=6.98.